This data is from Reaction yield outcomes from USPTO patents with 853,638 reactions. The task is: Predict the reaction yield, written as a fraction of the theoretical maximum amount of product (1.0 means a 100% yield; for example, 0.34 means a 34% yield). (1) The reactants are [Cl:1][C:2]1[C:3](=[O:29])[N:4]([CH2:19][C:20]2[CH:28]=[CH:27][C:23]([C:24]([NH2:26])=O)=[CH:22][CH:21]=2)[C:5]([CH3:18])=[CH:6][C:7]=1[O:8][CH2:9][C:10]1[CH:15]=[CH:14][C:13]([F:16])=[CH:12][C:11]=1[F:17].CSC.B. The catalyst is O1CCCC1. The product is [NH2:26][CH2:24][C:23]1[CH:27]=[CH:28][C:20]([CH2:19][N:4]2[C:5]([CH3:18])=[CH:6][C:7]([O:8][CH2:9][C:10]3[CH:15]=[CH:14][C:13]([F:16])=[CH:12][C:11]=3[F:17])=[C:2]([Cl:1])[C:3]2=[O:29])=[CH:21][CH:22]=1. The yield is 0.320. (2) The catalyst is ClCCl. The yield is 0.510. The product is [N:8]1([CH2:48][C:47]2[CH:46]=[CH:45][C:44]([O:43][CH:41]3[CH2:42][N:39]([C:37]([C:35]4[O:36][C:32]([C:29]5[CH:30]=[CH:31][C:26]([O:25][CH3:24])=[CH:27][CH:28]=5)=[N:33][N:34]=4)=[O:38])[CH2:40]3)=[CH:51][CH:50]=2)[C:12]2([CH2:16][CH2:15][O:14][CH2:13]2)[CH2:11][CH2:10][CH2:9]1. The reactants are OC(C(F)(F)F)=O.[NH:8]1[C:12]2([CH2:16][CH2:15][O:14][CH2:13]2)[CH2:11][CH2:10][CH2:9]1.C(N(CC)CC)C.[CH3:24][O:25][C:26]1[CH:31]=[CH:30][C:29]([C:32]2[O:36][C:35]([C:37]([N:39]3[CH2:42][CH:41]([O:43][C:44]4[CH:51]=[CH:50][C:47]([CH:48]=O)=[CH:46][CH:45]=4)[CH2:40]3)=[O:38])=[N:34][N:33]=2)=[CH:28][CH:27]=1.[Na].C([O-])(O)=O.[Na+]. (3) The reactants are [O:1]1[CH2:6][CH2:5][O:4][C:3]2[CH:7]=[C:8]([C:11]([O:13][CH2:14][CH3:15])=[O:12])[CH:9]=[CH:10][C:2]1=2.CC(OC(C)=O)=O.[N+:23]([O-])([OH:25])=[O:24]. The catalyst is CC(O)=O. The product is [N+:23]([C:9]1[C:8]([C:11]([O:13][CH2:14][CH3:15])=[O:12])=[CH:7][C:3]2[O:4][CH2:5][CH2:6][O:1][C:2]=2[CH:10]=1)([O-:25])=[O:24]. The yield is 0.990. (4) The catalyst is C1COCC1.C(OCC)(=O)C.O. The product is [C:19]([CH:7]1[CH2:8][C:2]2[S:1][CH:5]=[CH:4][C:3]=2[C:6]1=[O:9])(=[O:18])[C:20]1[CH:25]=[CH:24][CH:23]=[CH:22][CH:21]=1. The reactants are [S:1]1[CH:5]=[CH:4][C:3]2[C:6](=[O:9])[CH2:7][CH2:8][C:2]1=2.[H-].[Na+].C1([O:18][C:19](=O)[C:20]2[CH:25]=[CH:24][CH:23]=[CH:22][CH:21]=2)C=CC=CC=1.Cl. The yield is 0.730. (5) The reactants are [Br:1][C:2]1[CH:7]=[C:6]([N+:8]([O-])=O)[CH:5]=[C:4]([CH2:11][O:12][CH3:13])[CH:3]=1.CCO.O.[Cl-].[NH4+]. The catalyst is C(OCC)(=O)C.[Fe]. The product is [Br:1][C:2]1[CH:7]=[C:6]([CH:5]=[C:4]([CH2:11][O:12][CH3:13])[CH:3]=1)[NH2:8]. The yield is 0.625. (6) The reactants are [N+:1]([CH2:4][CH2:5][C:6]1[NH:7][CH:8]=[CH:9][CH:10]=1)([O-:3])=[O:2].[O:11]=[C:12]([CH:14]=[C:15]([CH3:17])[CH3:16])[CH3:13].[CH2:18]1[CH2:28][CH2:27]N2[C:21](=NCCC2)[CH2:20][CH2:19]1.[CH3:29]C#N. The catalyst is C(OCC)(=O)C. The product is [CH3:29][C:21]1[CH:20]=[CH:19][C:18]([C:10]2[CH:9]=[CH:8][NH:7][C:6]=2[CH2:5][CH:4]([N+:1]([O-:3])=[O:2])[C:15]([CH3:17])([CH3:16])[CH2:14][C:12](=[O:11])[CH3:13])=[CH:28][CH:27]=1. The yield is 0.740. (7) The reactants are [F:1][C:2]1[CH:15]=[CH:14][CH:13]=[CH:12][C:3]=1[O:4][CH2:5][CH:6]1[CH2:11][CH2:10][NH:9][CH2:8][CH2:7]1.[C:16]([C:19]1[C:24]([O:25][CH3:26])=[N:23][CH:22]=[CH:21][N:20]=1)(=O)[CH3:17].[BH4-].[Na+].O. The catalyst is CO.CC(C)[O-].CC(C)[O-].CC(C)[O-].CC(C)[O-].[Ti+4].C(OCC)(=O)C. The product is [F:1][C:2]1[CH:15]=[CH:14][CH:13]=[CH:12][C:3]=1[O:4][CH2:5][CH:6]1[CH2:7][CH2:8][N:9]([CH:16]([C:19]2[C:24]([O:25][CH3:26])=[N:23][CH:22]=[CH:21][N:20]=2)[CH3:17])[CH2:10][CH2:11]1. The yield is 0.110.